This data is from Forward reaction prediction with 1.9M reactions from USPTO patents (1976-2016). The task is: Predict the product of the given reaction. (1) Given the reactants Br[C:2]1[CH:3]=[C:4]([CH:9]=[CH:10][N:11]=1)[C:5]([O:7]C)=[O:6].[CH:12]([C:15]1[NH:16][CH:17]=[CH:18][N:19]=1)([CH3:14])[CH3:13].C(=O)([O-])[O-].[Cs+].[Cs+], predict the reaction product. The product is: [CH:12]([C:15]1[N:16]([C:2]2[CH:3]=[C:4]([CH:9]=[CH:10][N:11]=2)[C:5]([OH:7])=[O:6])[CH:17]=[CH:18][N:19]=1)([CH3:14])[CH3:13]. (2) Given the reactants [NH:1]([C:3]1[CH:11]=[CH:10][C:6]([C:7]([OH:9])=[O:8])=[CH:5][CH:4]=1)[NH2:2].[OH:12][C:13]1[CH:14]=[C:15]([CH:18]=[CH:19][C:20]=1[OH:21])[CH:16]=O, predict the reaction product. The product is: [OH:12][C:13]1[CH:14]=[C:15]([CH:18]=[CH:19][C:20]=1[OH:21])[CH:16]=[N:2][NH:1][C:3]1[CH:4]=[CH:5][C:6]([C:7]([OH:9])=[O:8])=[CH:10][CH:11]=1. (3) Given the reactants [CH2:1]([O:8][C:9]1[CH:14]=[CH:13][C:12]([F:15])=[CH:11][C:10]=1[C:16]1([NH2:19])[CH2:18][CH2:17]1)[C:2]1[CH:7]=[CH:6][CH:5]=[CH:4][CH:3]=1.Br[C:21]1[C:22](=[O:40])[N:23]([C:28]2[CH:29]=[C:30]([CH:35]=[C:36]([F:39])[C:37]=2[CH3:38])[C:31]([O:33][CH3:34])=[O:32])[CH:24]=[C:25]([Br:27])[N:26]=1, predict the reaction product. The product is: [CH2:1]([O:8][C:9]1[CH:14]=[CH:13][C:12]([F:15])=[CH:11][C:10]=1[C:16]1([NH:19][C:21]2[C:22](=[O:40])[N:23]([C:28]3[CH:29]=[C:30]([CH:35]=[C:36]([F:39])[C:37]=3[CH3:38])[C:31]([O:33][CH3:34])=[O:32])[CH:24]=[C:25]([Br:27])[N:26]=2)[CH2:18][CH2:17]1)[C:2]1[CH:3]=[CH:4][CH:5]=[CH:6][CH:7]=1. (4) The product is: [Cl:1][C:2]1[CH:11]=[C:10]([C:12]([NH:15][C:16]2[C:17]([CH3:28])=[CH:18][C:19]([C:20]([O:22][CH2:23][CH3:24])=[O:21])=[CH:25][C:26]=2[CH3:27])=[O:14])[C:9]2[C:4](=[CH:5][CH:6]=[CH:7][CH:8]=2)[N:3]=1. Given the reactants [Cl:1][C:2]1[CH:11]=[C:10]([C:12]([OH:14])=O)[C:9]2[C:4](=[CH:5][CH:6]=[CH:7][CH:8]=2)[N:3]=1.[NH2:15][C:16]1[C:26]([CH3:27])=[CH:25][C:19]([C:20]([O:22][CH2:23][CH3:24])=[O:21])=[CH:18][C:17]=1[CH3:28].C(N(CC)C(C)C)(C)C.CCCP1(OP(CCC)(=O)OP(CCC)(=O)O1)=O, predict the reaction product. (5) Given the reactants [CH2:1]([N:8]1[CH2:13][C@H:12]([C:14]2[CH:19]=[C:18]([Br:20])[CH:17]=[CH:16][C:15]=2[O:21][CH3:22])[O:11][CH2:10][C:9]1=O)[C:2]1[CH:7]=[CH:6][CH:5]=[CH:4][CH:3]=1.[BH4-].[Li+].Cl[Si](C)(C)C.CO, predict the reaction product. The product is: [CH2:1]([N:8]1[CH2:9][CH2:10][O:11][C@@H:12]([C:14]2[CH:19]=[C:18]([Br:20])[CH:17]=[CH:16][C:15]=2[O:21][CH3:22])[CH2:13]1)[C:2]1[CH:3]=[CH:4][CH:5]=[CH:6][CH:7]=1. (6) Given the reactants [C:1]([O:5][C:6]([N:8]([CH2:26][C:27]([O:29][C:30]([CH3:33])([CH3:32])[CH3:31])=[O:28])[C:9]1[CH:14]=[CH:13][CH:12]=[C:11]([CH2:15][NH:16][S:17]([C:20]2[CH:25]=[CH:24][CH:23]=[CH:22][N:21]=2)(=[O:19])=[O:18])[N:10]=1)=[O:7])([CH3:4])([CH3:3])[CH3:2].[CH3:34][C:35]([C:41]1[CH:48]=[CH:47][C:44]([CH2:45]O)=[CH:43][CH:42]=1)([CH3:40])[CH2:36][CH2:37][CH2:38][CH3:39].C(P(CCCC)CCCC)CCC.CN(C)C(N=NC(N(C)C)=O)=O, predict the reaction product. The product is: [C:1]([O:5][C:6]([N:8]([CH2:26][C:27]([O:29][C:30]([CH3:33])([CH3:32])[CH3:31])=[O:28])[C:9]1[CH:14]=[CH:13][CH:12]=[C:11]([CH:15]([CH2:45][C:44]2[CH:47]=[CH:48][C:41]([C:35]([CH3:34])([CH3:40])[CH2:36][CH2:37][CH2:38][CH3:39])=[CH:42][CH:43]=2)[NH:16][S:17]([C:20]2[CH:25]=[CH:24][CH:23]=[CH:22][N:21]=2)(=[O:19])=[O:18])[N:10]=1)=[O:7])([CH3:4])([CH3:3])[CH3:2].